From a dataset of Catalyst prediction with 721,799 reactions and 888 catalyst types from USPTO. Predict which catalyst facilitates the given reaction. (1) Reactant: [C:1]1([C:7]2[O:11][N:10]=[CH:9][C:8]=2/[CH:12]=[CH:13]/[C:14]([O:16]CC)=[O:15])[CH:6]=[CH:5][CH:4]=[CH:3][CH:2]=1.Cl. Product: [C:1]1([C:7]2[O:11][N:10]=[CH:9][C:8]=2/[CH:12]=[CH:13]/[C:14]([OH:16])=[O:15])[CH:2]=[CH:3][CH:4]=[CH:5][CH:6]=1. The catalyst class is: 15. (2) Reactant: Br[CH2:2][C:3]1[CH:12]=[CH:11][C:6]([C:7]([O:9]C)=[O:8])=[CH:5][C:4]=1[C:13]([F:16])([F:15])[F:14].[OH-:17].[Na+]. Product: [OH:17][CH2:2][C:3]1[CH:12]=[CH:11][C:6]([C:7]([OH:9])=[O:8])=[CH:5][C:4]=1[C:13]([F:16])([F:15])[F:14]. The catalyst class is: 12. (3) Reactant: [F:1][CH:2]([F:38])[O:3][C:4]1[CH:5]=[C:6]([CH:14]([C:22]2[CH:27]=[CH:26][C:25]([C:28]([OH:37])([C:33]([F:36])([F:35])[F:34])[C:29]([F:32])([F:31])[F:30])=[CH:24][CH:23]=2)[CH2:15][C:16]2[CH:17]=[N:18][CH:19]=[CH:20][CH:21]=2)[CH:7]=[CH:8][C:9]=1[O:10][CH:11]([F:13])[F:12].C1C=C(C([O-])=[O:46])C(C(O[O-])=O)=CC=1.[Mg+2]. Product: [F:38][CH:2]([F:1])[O:3][C:4]1[CH:5]=[C:6]([CH:14]([C:22]2[CH:27]=[CH:26][C:25]([C:28]([OH:37])([C:33]([F:36])([F:34])[F:35])[C:29]([F:30])([F:31])[F:32])=[CH:24][CH:23]=2)[CH2:15][C:16]2[CH:17]=[N+:18]([O-:46])[CH:19]=[CH:20][CH:21]=2)[CH:7]=[CH:8][C:9]=1[O:10][CH:11]([F:12])[F:13]. The catalyst class is: 61. (4) Reactant: C[O:2][C:3](=O)[C:4]([CH2:6]Br)=[CH2:5].[CH3:9][C:10]1[CH:11]=[C:12]([CH:16]=[CH:17][C:18]=1[CH3:19])[CH:13]=[N:14][CH3:15].[NH4+].[Cl-]. Product: [CH3:9][C:10]1[CH:11]=[C:12]([CH:13]2[N:14]([CH3:15])[C:3](=[O:2])[C:4](=[CH2:5])[CH2:6]2)[CH:16]=[CH:17][C:18]=1[CH3:19]. The catalyst class is: 324.